This data is from Reaction yield outcomes from USPTO patents with 853,638 reactions. The task is: Predict the reaction yield, written as a fraction of the theoretical maximum amount of product (1.0 means a 100% yield; for example, 0.34 means a 34% yield). (1) The reactants are [OH:1][C:2]1[CH:10]=[CH:9][C:5]([C:6]([OH:8])=[O:7])=[CH:4][CH:3]=1.[Na+].[I-:12].[OH-].[Na+].Cl[O-].[Na+].[O-]S([O-])(=S)=O.[Na+].[Na+].Cl. The catalyst is CO.O. The product is [OH:1][C:2]1[CH:10]=[CH:9][C:5]([C:6]([OH:8])=[O:7])=[CH:4][C:3]=1[I:12]. The yield is 0.900. (2) The reactants are [Cl:1][C:2]1[CH:7]=[C:6]([Cl:8])[N:5]=[CH:4][C:3]=1CO.S(Cl)(Cl)(=O)=O.[C:16]([Cl:20])(Cl)([Cl:18])[Cl:17]. No catalyst specified. The product is [Cl:8][C:6]1[CH:7]=[C:2]([Cl:1])[C:3]([C:16]([Cl:20])([Cl:18])[Cl:17])=[CH:4][N:5]=1. The yield is 0.120. (3) The reactants are [N+:1]([C:4]1[CH:5]=[C:6]([CH:14]=[CH:15][CH:16]=1)[O:7][CH2:8][C:9](OCC)=[O:10])([O-:3])=[O:2].Cl.CN.[CH:20]([N:23](C(C)C)CC)(C)C. The catalyst is CO.O. The product is [CH3:20][NH:23][C:9](=[O:10])[CH2:8][O:7][C:6]1[CH:14]=[CH:15][CH:16]=[C:4]([N+:1]([O-:3])=[O:2])[CH:5]=1. The yield is 0.950. (4) The reactants are [F:1][C:2]1[CH:16]=[CH:15][CH:14]=[CH:13][C:3]=1[O:4][C:5]1[CH:12]=[CH:11][C:8]([CH:9]=O)=[CH:7][CH:6]=1.[N+:17]([CH3:20])([O-:19])=[O:18].C([O-])(=O)C.[NH4+].[BH4-].[Na+]. The catalyst is O.C(O)(=O)C.CS(C)=O.C(OCC)(=O)C. The product is [F:1][C:2]1[CH:16]=[CH:15][CH:14]=[CH:13][C:3]=1[O:4][C:5]1[CH:12]=[CH:11][C:8]([CH2:9][CH2:20][N+:17]([O-:19])=[O:18])=[CH:7][CH:6]=1. The yield is 0.496. (5) The yield is 0.640. The catalyst is CN(C=O)C.O. The reactants are [Br:1][C:2]1[CH:3]=[C:4]([SH:8])[CH:5]=[CH:6][CH:7]=1.C(=O)([O-])[O-].[K+].[K+].Br[CH2:16][C:17]([O:19][CH2:20][CH3:21])=[O:18]. The product is [Br:1][C:2]1[CH:3]=[C:4]([S:8][CH2:16][C:17]([O:19][CH2:20][CH3:21])=[O:18])[CH:5]=[CH:6][CH:7]=1. (6) The reactants are [CH3:1][C:2]1([CH3:38])[CH2:6][CH:5]([CH2:7][N:8]2[C:16]3[C:11](=[N:12][C:13]([C:17]4[CH:18]=[N:19][N:20](C5CCCCO5)[CH:21]=4)=[CH:14][CH:15]=3)[CH:10]=[CH:9]2)[CH2:4][N:3]1[C:28](=[O:37])[CH2:29][CH2:30][C:31]1[CH:36]=[CH:35][CH:34]=[CH:33][CH:32]=1.C1(C)C=CC(S(O)(=O)=O)=CC=1.C(=O)(O)[O-].[Na+]. The catalyst is CO.ClCCl. The product is [NH:19]1[CH:18]=[C:17]([C:13]2[N:12]=[C:11]3[CH:10]=[CH:9][N:8]([CH2:7][CH:5]4[CH2:4][N:3]([C:28](=[O:37])[CH2:29][CH2:30][C:31]5[CH:32]=[CH:33][CH:34]=[CH:35][CH:36]=5)[C:2]([CH3:38])([CH3:1])[CH2:6]4)[C:16]3=[CH:15][CH:14]=2)[CH:21]=[N:20]1. The yield is 0.570.